This data is from Full USPTO retrosynthesis dataset with 1.9M reactions from patents (1976-2016). The task is: Predict the reactants needed to synthesize the given product. (1) Given the product [O:9]1[CH:10]=[CH:11][CH:12]=[C:8]1[C:4]1[CH:5]=[N:6][CH:7]=[C:2]([N:13]2[CH2:18][CH2:17][NH:16][CH2:15][CH2:14]2)[N:3]=1, predict the reactants needed to synthesize it. The reactants are: Cl[C:2]1[CH:7]=[N:6][CH:5]=[C:4]([C:8]2[O:9][CH:10]=[CH:11][CH:12]=2)[N:3]=1.[NH:13]1[CH2:18][CH2:17][NH:16][CH2:15][CH2:14]1.C([O-])([O-])=O.[K+].[K+]. (2) Given the product [C:1]([C:5]1[CH:9]=[C:8]([CH2:10][NH:11][C:31]([NH:30][C:27]2[CH:28]=[CH:29][C:24]([CH:21]([CH2:20][OH:19])[CH2:22][OH:23])=[C:25]([F:40])[CH:26]=2)=[O:32])[N:7]([C:12]2[CH:17]=[CH:16][CH:15]=[C:14]([Cl:18])[CH:13]=2)[N:6]=1)([CH3:4])([CH3:2])[CH3:3], predict the reactants needed to synthesize it. The reactants are: [C:1]([C:5]1[CH:9]=[C:8]([CH2:10][NH2:11])[N:7]([C:12]2[CH:17]=[CH:16][CH:15]=[C:14]([Cl:18])[CH:13]=2)[N:6]=1)([CH3:4])([CH3:3])[CH3:2].[OH:19][CH2:20][CH:21]([C:24]1[CH:29]=[CH:28][C:27]([NH:30][C:31](=O)[O:32]C2C=CC=CC=2)=[CH:26][C:25]=1[F:40])[CH2:22][OH:23]. (3) Given the product [I:1][C:2]1[CH:3]=[C:4]2[N:10]=[C:9]([NH2:11])[N:8]([CH2:17][C:18]3[CH:23]=[CH:22][C:21]([O:24][CH2:25][C:26]4[CH:27]=[N:28][C:29]([O:32][CH3:33])=[CH:30][CH:31]=4)=[C:20]([O:34][CH3:35])[CH:19]=3)[C:5]2=[N:6][CH:7]=1, predict the reactants needed to synthesize it. The reactants are: [I:1][C:2]1[CH:3]=[C:4]2[N:10]=[C:9]([NH:11]C(=O)OCC)[N:8]([CH2:17][C:18]3[CH:23]=[CH:22][C:21]([O:24][CH2:25][C:26]4[CH:27]=[N:28][C:29]([O:32][CH3:33])=[CH:30][CH:31]=4)=[C:20]([O:34][CH3:35])[CH:19]=3)[C:5]2=[N:6][CH:7]=1.[OH-].[K+]. (4) Given the product [CH3:25][N:26]([CH3:31])[CH2:27][CH2:28][CH2:29][NH:30][C:21]([C:18]1[CH:19]=[CH:20][C:15]([C:13]2[C:12]([CH3:24])=[CH:11][CH:10]=[C:9]([NH:8][C:6]([C:3]3[CH:4]=[CH:5][O:1][CH:2]=3)=[O:7])[CH:14]=2)=[CH:16][CH:17]=1)=[O:23], predict the reactants needed to synthesize it. The reactants are: [O:1]1[CH:5]=[CH:4][C:3]([C:6]([NH:8][C:9]2[CH:10]=[CH:11][C:12]([CH3:24])=[C:13]([C:15]3[CH:20]=[CH:19][C:18]([C:21]([OH:23])=O)=[CH:17][CH:16]=3)[CH:14]=2)=[O:7])=[CH:2]1.[CH3:25][N:26]([CH3:31])[CH2:27][CH2:28][CH2:29][NH2:30].CN(C(ON1N=NC2C=CC=NC1=2)=[N+](C)C)C.F[P-](F)(F)(F)(F)F.C1C=CC2N(O)N=NC=2C=1.CCN(C(C)C)C(C)C. (5) Given the product [CH:33]1[C:34]2[N:35]([C:2]3[CH:7]=[CH:6][C:5]4[N:8]5[C:21]6[CH:20]=[CH:19][CH:18]=[CH:17][C:16]=6[C:15]([CH3:23])([CH3:22])[C:14]6[C:9]5=[C:10]([CH:11]=[CH:12][CH:13]=6)[C:4]=4[CH:3]=3)[C:36]3[C:28](=[CH:27][CH:26]=[CH:25][CH:24]=3)[C:29]=2[CH:30]=[CH:31][CH:32]=1, predict the reactants needed to synthesize it. The reactants are: Br[C:2]1[CH:7]=[CH:6][C:5]2[N:8]3[C:21]4[CH:20]=[CH:19][CH:18]=[CH:17][C:16]=4[C:15]([CH3:23])([CH3:22])[C:14]4[C:9]3=[C:10]([CH:11]=[CH:12][CH:13]=4)[C:4]=2[CH:3]=1.[CH:24]1[C:36]2[NH:35][C:34]3[C:29](=[CH:30][CH:31]=[CH:32][CH:33]=3)[C:28]=2[CH:27]=[CH:26][CH:25]=1.